Dataset: Full USPTO retrosynthesis dataset with 1.9M reactions from patents (1976-2016). Task: Predict the reactants needed to synthesize the given product. (1) Given the product [Cl:20][C:6]1[CH:5]=[N:4][CH:3]=[C:2]([Cl:1])[C:7]=1[CH2:8][N:9]([C:10]1[CH:15]=[CH:14][C:13]([O:16][CH3:17])=[C:12]([O:18][CH3:19])[CH:11]=1)[CH2:32][C:31]1[CH:34]=[CH:35][C:28]([F:27])=[CH:29][CH:30]=1, predict the reactants needed to synthesize it. The reactants are: [Cl:1][C:2]1[CH:3]=[N:4][CH:5]=[C:6]([Cl:20])[C:7]=1[CH2:8][NH:9][C:10]1[CH:15]=[CH:14][C:13]([O:16][CH3:17])=[C:12]([O:18][CH3:19])[CH:11]=1.C([O-])([O-])=O.[K+].[K+].[F:27][C:28]1[CH:35]=[CH:34][C:31]([CH2:32]Br)=[CH:30][CH:29]=1. (2) Given the product [F:1][C:2]1([C:11]2[S:12][C:13]([CH3:22])=[C:14]([C:16]3[CH:21]=[CH:20][CH:19]=[CH:18][CH:17]=3)[N:15]=2)[CH2:7][CH2:6][NH:5][CH2:4][CH2:3]1, predict the reactants needed to synthesize it. The reactants are: [F:1][C:2]1([C:11]2[S:12][C:13]([CH3:22])=[C:14]([C:16]3[CH:21]=[CH:20][CH:19]=[CH:18][CH:17]=3)[N:15]=2)[CH2:7][CH2:6][N:5](C([O-])=O)[CH2:4][CH2:3]1.FC(F)(F)C(O)=O.[OH-].[Na+]. (3) Given the product [C:47]([O:46][C:44]([N:14]([CH2:13][CH2:12][O:11][CH2:10][CH2:9][NH:69][CH3:68])[C@@H:15]1[CH2:22][N:21]2[C:23]3[CH:24]=[C:25]([C:36]([O:38][CH3:39])=[O:37])[CH:26]=[CH:27][C:28]=3[C:29]([CH:62]3[CH2:61][CH2:74][CH2:70][CH2:71][CH2:72]3)=[C:20]2[C:19]2[CH:40]=[CH:41][CH:42]=[CH:43][C:18]=2[O:17][CH2:16]1)=[O:45])([CH3:50])([CH3:49])[CH3:48], predict the reactants needed to synthesize it. The reactants are: C(O[CH2:9][CH2:10][O:11][CH2:12][CH2:13][N:14]([C:44]([O:46][C:47]([CH3:50])([CH3:49])[CH3:48])=[O:45])[C@@H:15]1[CH2:22][N:21]2[C:23]3[CH:24]=[C:25]([C:36]([O:38][CH3:39])=[O:37])[CH:26]=[CH:27][C:28]=3[C:29](C3CCCCC3)=[C:20]2[C:19]2[CH:40]=[CH:41][CH:42]=[CH:43][C:18]=2[O:17][CH2:16]1)C1C=CC=CC=1.CS(Cl)(=O)=O.CCN([CH2:61][CH3:62])CC.S([O-])(=O)(=O)C.[CH3:68][NH2:69].[CH2:70]1[CH2:74]O[CH2:72][CH2:71]1. (4) Given the product [F:1][C:2]1[CH:7]=[CH:6][CH:5]=[CH:4][C:3]=1[CH2:9][S:10][C:13]1[N:22]=[C:21]([NH:23][C@H:24]([CH3:27])[CH2:25][OH:26])[C:20]2[N:19]=[CH:18][C:17](=[O:28])[NH:16][C:15]=2[N:14]=1, predict the reactants needed to synthesize it. The reactants are: [F:1][C:2]1[C:7](F)=[CH:6][CH:5]=[CH:4][C:3]=1[CH2:9][S:10]([C:13]1[N:22]=[C:21]([NH:23][C@H:24]([CH3:27])[CH2:25][OH:26])[C:20]2[N:19]=[CH:18][C:17](=[O:28])[NH:16][C:15]=2[N:14]=1)(=O)=O.FC1C=CC=CC=1CS. (5) Given the product [F:1][CH:2]([F:11])[O:3][C:4]1[CH:5]=[C:6]([NH:7][S:19]([C:16]2[CH:17]=[CH:18][C:13]([CH3:12])=[C:14]([N:23]3[CH2:28][CH2:27][N:26]([C:29](=[O:34])[C:30]([F:33])([F:31])[F:32])[CH2:25][CH2:24]3)[CH:15]=2)(=[O:21])=[O:20])[CH:8]=[CH:9][CH:10]=1, predict the reactants needed to synthesize it. The reactants are: [F:1][CH:2]([F:11])[O:3][C:4]1[CH:5]=[C:6]([CH:8]=[CH:9][CH:10]=1)[NH2:7].[CH3:12][C:13]1[CH:18]=[CH:17][C:16]([S:19](Cl)(=[O:21])=[O:20])=[CH:15][C:14]=1[N:23]1[CH2:28][CH2:27][N:26]([C:29](=[O:34])[C:30]([F:33])([F:32])[F:31])[CH2:25][CH2:24]1. (6) The reactants are: [CH2:1]([C:5]1[CH:10]=[C:9]([C:11]2[O:15][N:14]=[C:13]([C:16]3[CH:21]=[CH:20][C:19]([CH2:22][C:23](O)=[O:24])=[CH:18][CH:17]=3)[N:12]=2)[CH:8]=[C:7]([CH3:26])[N:6]=1)[CH:2]([CH3:4])[CH3:3].[CH3:27][O:28][C:29]([CH:31]1[CH2:34][NH:33][CH2:32]1)=[O:30]. Given the product [CH3:27][O:28][C:29]([CH:31]1[CH2:34][N:33]([C:23](=[O:24])[CH2:22][C:19]2[CH:20]=[CH:21][C:16]([C:13]3[N:12]=[C:11]([C:9]4[CH:8]=[C:7]([CH3:26])[N:6]=[C:5]([CH2:1][CH:2]([CH3:3])[CH3:4])[CH:10]=4)[O:15][N:14]=3)=[CH:17][CH:18]=2)[CH2:32]1)=[O:30].[CH2:1]([C:5]1[CH:10]=[C:9]([C:11]2[O:15][N:14]=[C:13]([C:16]3[CH:17]=[CH:18][C:19]([CH2:22][C:23]([N:33]4[CH2:34][CH:31]([C:29]([OH:28])=[O:30])[CH2:32]4)=[O:24])=[CH:20][CH:21]=3)[N:12]=2)[CH:8]=[C:7]([CH3:26])[N:6]=1)[CH:2]([CH3:4])[CH3:3], predict the reactants needed to synthesize it. (7) Given the product [Cl:44][C:37]1[CH:38]=[C:39]([C:40]#[N:41])[CH:42]=[CH:43][C:36]=1[CH2:35][CH:34]([NH:33][C:30](=[O:32])[C@@H:24]([NH:23][C@@H:18]([C:15]1[CH:14]=[CH:13][C:12]([C:3]2[CH:4]=[CH:5][C:6]([S:8]([CH3:11])(=[O:10])=[O:9])=[CH:7][C:2]=2[Cl:1])=[CH:17][CH:16]=1)[C:19]([F:21])([F:20])[F:22])[CH2:25][C:26]([F:29])([CH3:28])[CH3:27])[C:45]#[N:46], predict the reactants needed to synthesize it. The reactants are: [Cl:1][C:2]1[CH:7]=[C:6]([S:8]([CH3:11])(=[O:10])=[O:9])[CH:5]=[CH:4][C:3]=1[C:12]1[CH:17]=[CH:16][C:15]([C@H:18]([NH:23][C@H:24]([C:30]([OH:32])=O)[CH2:25][C:26]([F:29])([CH3:28])[CH3:27])[C:19]([F:22])([F:21])[F:20])=[CH:14][CH:13]=1.[NH2:33][CH:34]([C:45]#[N:46])[CH2:35][C:36]1[CH:43]=[CH:42][C:39]([C:40]#[N:41])=[CH:38][C:37]=1[Cl:44]. (8) Given the product [S:2]([OH:5])([O:25][C:22]1[CH:23]=[CH:24][C:19]2[C:18]3[C:17]([O:26][CH3:27])=[C:16]([O:28][CH3:29])[C:15]([O:30][CH3:31])=[CH:14][C:13]=3[CH2:12][CH2:11][C@H:10]([NH:9][C:7](=[O:8])[CH3:6])[C:20]=2[CH:21]=1)(=[O:4])=[O:3], predict the reactants needed to synthesize it. The reactants are: Cl[S:2]([OH:5])(=[O:4])=[O:3].[CH3:6][C:7]([NH:9][CH:10]1[C:20]2[CH:21]=[C:22]([OH:25])[CH:23]=[CH:24][C:19]=2[C:18]2[C:13](=[CH:14][C:15]([O:30][CH3:31])=[C:16]([O:28][CH3:29])[C:17]=2[O:26][CH3:27])[CH2:12][CH2:11]1)=[O:8].O.C(=O)([O-])O.[Na+].